Dataset: Catalyst prediction with 721,799 reactions and 888 catalyst types from USPTO. Task: Predict which catalyst facilitates the given reaction. (1) The catalyst class is: 106. Product: [C:1]([CH2:3][NH:4][C:5](=[O:6])[CH:7]([O:12][CH:13]([C:35]1[CH:40]=[CH:39][CH:38]=[CH:37][CH:36]=1)[C:14]1[CH:34]=[CH:33][C:17]([C:18]([N:20]2[CH2:21][CH2:22][NH:23][CH2:24][CH2:25]2)=[O:19])=[CH:16][CH:15]=1)[CH2:8][CH:9]([CH3:11])[CH3:10])#[N:2]. Reactant: [C:1]([CH2:3][NH:4][C:5]([CH:7]([O:12][CH:13]([C:35]1[CH:40]=[CH:39][CH:38]=[CH:37][CH:36]=1)[C:14]1[CH:34]=[CH:33][C:17]([C:18]([N:20]2[CH2:25][CH2:24][N:23](C(OC(C)(C)C)=O)[CH2:22][CH2:21]2)=[O:19])=[CH:16][CH:15]=1)[CH2:8][CH:9]([CH3:11])[CH3:10])=[O:6])#[N:2]. (2) Reactant: [Cl:1][C:2]1[CH:10]=[CH:9][C:8]([C:11]2[O:12][C:13]([CH:16]=O)=[CH:14][CH:15]=2)=[CH:7][C:3]=1[C:4]([OH:6])=[O:5].[S:18]1[CH2:24][C:22](=[O:23])[NH:21][C:19]1=[S:20].N1CCCCC1. Product: [Cl:1][C:2]1[CH:10]=[CH:9][C:8]([C:11]2[O:12][C:13]([CH:16]=[C:24]3[S:18][C:19](=[S:20])[NH:21][C:22]3=[O:23])=[CH:14][CH:15]=2)=[CH:7][C:3]=1[C:4]([OH:6])=[O:5]. The catalyst class is: 14. (3) Reactant: [CH2:1]([O:3][C:4](=[O:22])[CH2:5][C@@H:6]([NH2:21])[C:7]1[CH:12]=[CH:11][C:10]([O:13][Si:14]([C:17]([CH3:20])([CH3:19])[CH3:18])([CH3:16])[CH3:15])=[CH:9][CH:8]=1)[CH3:2].[Cl:23][C:24]1[N:29]=[C:28](Cl)[C:27]([Br:31])=[CH:26][N:25]=1.CCN(C(C)C)C(C)C. Product: [CH2:1]([O:3][C:4](=[O:22])[CH2:5][C@@H:6]([NH:21][C:26]1[C:27]([Br:31])=[CH:28][N:29]=[C:24]([Cl:23])[N:25]=1)[C:7]1[CH:12]=[CH:11][C:10]([O:13][Si:14]([C:17]([CH3:18])([CH3:20])[CH3:19])([CH3:16])[CH3:15])=[CH:9][CH:8]=1)[CH3:2]. The catalyst class is: 3. (4) Product: [C:6]([C:7]1[N:11]2[N:12]=[C:13]([C:16]3[CH:24]=[CH:23][C:19]([C:20]([NH2:22])=[O:21])=[CH:18][CH:17]=3)[CH:14]=[CH:15][C:10]2=[N:9][CH:8]=1)#[CH:5]. Reactant: C[Si]([C:5]#[C:6][C:7]1[N:11]2[N:12]=[C:13]([C:16]3[CH:24]=[CH:23][C:19]([C:20]([NH2:22])=[O:21])=[CH:18][CH:17]=3)[CH:14]=[CH:15][C:10]2=[N:9][CH:8]=1)(C)C.CCO.O.O[Li].O. The catalyst class is: 1. (5) Reactant: [C:1]([O:7][CH2:8][C@@H:9]([O:36][C:37]([CH3:40])([CH3:39])[CH3:38])[C:10]1[C:11]([C:29]2[CH:34]=[CH:33][C:32]([Cl:35])=[CH:31][CH:30]=2)=[C:12]2[C:17](=[CH:18][C:19]=1[CH3:20])[N:16]=[C:15](OS(C(F)(F)F)(=O)=O)[CH:14]=[CH:13]2)(=[O:6])[C:2]([CH3:5])([CH3:4])[CH3:3].[N-:41]=[N+:42]=[N-:43].[Na+]. Product: [C:1]([O:7][CH2:8][C@@H:9]([O:36][C:37]([CH3:39])([CH3:40])[CH3:38])[C:10]1[C:11]([C:29]2[CH:30]=[CH:31][C:32]([Cl:35])=[CH:33][CH:34]=2)=[C:12]2[C:17](=[CH:18][C:19]=1[CH3:20])[N:16]1[N:41]=[N:42][N:43]=[C:15]1[CH:14]=[CH:13]2)(=[O:6])[C:2]([CH3:5])([CH3:4])[CH3:3]. The catalyst class is: 39.